Dataset: hERG Central: cardiac toxicity at 1µM, 10µM, and general inhibition. Task: Predict hERG channel inhibition at various concentrations. (1) The molecule is CN1CCN(c2ccccc2NC(=O)Cc2ccc(Cl)cc2)CC1. Results: hERG_inhib (hERG inhibition (general)): blocker. (2) The compound is COc1ccc(Cn2nnnc2C(c2cc3cc(C)ccc3[nH]c2=O)N2CCOCC2)cc1. Results: hERG_inhib (hERG inhibition (general)): blocker. (3) The molecule is COc1ccccc1CCNC(C)CCc1ccc(O)cc1. Results: hERG_inhib (hERG inhibition (general)): blocker. (4) Results: hERG_inhib (hERG inhibition (general)): blocker. The compound is CCOC(=O)C1(CCOc2ccccc2)CCN(Cc2nccn2CC)CC1. (5) The compound is Cc1ccc2[nH]c(=O)c(CN(CCCN3CCOCC3)C(=O)Nc3ccc(Cl)cc3)cc2c1. Results: hERG_inhib (hERG inhibition (general)): blocker. (6) The drug is COc1ccc(Cl)cc1NC(=O)CN(C)C(=O)c1cccc(-n2cnnn2)c1. Results: hERG_inhib (hERG inhibition (general)): blocker.